Dataset: Full USPTO retrosynthesis dataset with 1.9M reactions from patents (1976-2016). Task: Predict the reactants needed to synthesize the given product. (1) Given the product [Cl:19][C:4]1[N:3]=[C:2]([NH:20][C@H:21]2[CH2:26][CH2:25][C@H:24]([OH:27])[CH2:23][CH2:22]2)[CH:7]=[C:6]([C:8]2[C:16]3[C:11](=[N:12][CH:13]=[C:14]([O:17][CH3:18])[CH:15]=3)[NH:10][CH:9]=2)[CH:5]=1, predict the reactants needed to synthesize it. The reactants are: Cl[C:2]1[CH:7]=[C:6]([C:8]2[C:16]3[C:11](=[N:12][CH:13]=[C:14]([O:17][CH3:18])[CH:15]=3)[NH:10][CH:9]=2)[CH:5]=[C:4]([Cl:19])[N:3]=1.[NH2:20][C@H:21]1[CH2:26][CH2:25][C@H:24]([OH:27])[CH2:23][CH2:22]1. (2) The reactants are: [F:1][C:2]([F:24])([F:23])[O:3][C:4]1[CH:9]=[CH:8][C:7]([N:10]2[CH:14]=[N:13][C:12]([C:15]3[CH:22]=[CH:21][C:18]([CH:19]=O)=[CH:17][CH:16]=3)=[N:11]2)=[CH:6][CH:5]=1.[CH:25]1([C:30]2[CH:35]=[CH:34][CH:33]=[CH:32][C:31]=2[NH:36][C:37]([NH:39][NH2:40])=[S:38])[CH2:29][CH2:28][CH2:27][CH2:26]1. Given the product [CH:25]1([C:30]2[CH:35]=[CH:34][CH:33]=[CH:32][C:31]=2[NH:36][C:37]([NH:39]/[N:40]=[CH:19]/[C:18]2[CH:21]=[CH:22][C:15]([C:12]3[N:13]=[CH:14][N:10]([C:7]4[CH:8]=[CH:9][C:4]([O:3][C:2]([F:24])([F:23])[F:1])=[CH:5][CH:6]=4)[N:11]=3)=[CH:16][CH:17]=2)=[S:38])[CH2:26][CH2:27][CH2:28][CH2:29]1, predict the reactants needed to synthesize it. (3) Given the product [CH3:1][O:2][C:3]1[C:8]2[S:9](=[O:28])(=[O:27])[CH2:10][C:11]3[C:15]([C:16]([OH:18])=[O:17])=[N:14][N:13]([C:21]4[CH:22]=[CH:23][CH:24]=[CH:25][CH:26]=4)[C:12]=3[C:7]=2[CH:6]=[CH:5][CH:4]=1, predict the reactants needed to synthesize it. The reactants are: [CH3:1][O:2][C:3]1[C:8]2[S:9](=[O:28])(=[O:27])[CH2:10][C:11]3[C:15]([C:16]([O:18]CC)=[O:17])=[N:14][N:13]([C:21]4[CH:26]=[CH:25][CH:24]=[CH:23][CH:22]=4)[C:12]=3[C:7]=2[CH:6]=[CH:5][CH:4]=1.[OH-].[Na+]. (4) Given the product [CH3:3][C:4]1[C:9]([C:10]#[C:11][C:12]2[CH:13]=[CH:14][C:15]([CH2:18][C:19]([OH:21])=[O:20])=[CH:16][CH:17]=2)=[CH:8][CH:7]=[CH:6][N:5]=1, predict the reactants needed to synthesize it. The reactants are: [Li+].[OH-].[CH3:3][C:4]1[C:9]([C:10]#[C:11][C:12]2[CH:17]=[CH:16][C:15]([CH2:18][C:19]([O:21]C)=[O:20])=[CH:14][CH:13]=2)=[CH:8][CH:7]=[CH:6][N:5]=1. (5) Given the product [F:1][C:2]1[CH:3]=[CH:4][C:5]([C:8]2[O:14][C:15]3[CH:20]=[CH:19][C:18]([OH:21])=[CH:17][C:16]=3[C:9]=2[C:10]([O:12][CH3:13])=[O:11])=[CH:6][CH:7]=1, predict the reactants needed to synthesize it. The reactants are: [F:1][C:2]1[CH:7]=[CH:6][C:5]([C:8](=[O:14])[CH2:9][C:10]([O:12][CH3:13])=[O:11])=[CH:4][CH:3]=1.[C:15]1(=O)[CH:20]=[CH:19][C:18](=[O:21])[CH:17]=[CH:16]1.O. (6) Given the product [Br:1][C:2]1[C:7]2[O:8][CH2:9][O:10][C:6]=2[CH:5]=[C:4]([CH:11]([OH:12])[CH:13]([CH3:15])[CH3:14])[CH:3]=1, predict the reactants needed to synthesize it. The reactants are: [Br:1][C:2]1[C:7]2[O:8][CH2:9][O:10][C:6]=2[CH:5]=[C:4]([CH:11]=[O:12])[CH:3]=1.[CH:13]([Mg]Cl)([CH3:15])[CH3:14].[Cl-].[NH4+]. (7) Given the product [OH:33][CH2:32][C@H:31]([NH:30][C:27]([C@H:9]1[C@H:8]([C:4]2[CH:5]=[CH:6][CH:7]=[C:2]([Cl:1])[CH:3]=2)[C@:12]([C:15]2[CH:16]=[CH:17][C:18]([Cl:21])=[CH:19][CH:20]=2)([C:13]#[N:14])[C@H:11]([CH2:22][C:23]([CH3:26])([CH3:25])[CH3:24])[NH:10]1)=[O:29])[CH2:34][CH:35]([CH3:37])[CH3:36], predict the reactants needed to synthesize it. The reactants are: [Cl:1][C:2]1[CH:3]=[C:4]([CH:8]2[C:12]([C:15]3[CH:20]=[CH:19][C:18]([Cl:21])=[CH:17][CH:16]=3)([C:13]#[N:14])[CH:11]([CH2:22][C:23]([CH3:26])([CH3:25])[CH3:24])[NH:10][CH:9]2[C:27]([OH:29])=O)[CH:5]=[CH:6][CH:7]=1.[NH2:30][C@H:31]([CH2:34][CH:35]([CH3:37])[CH3:36])[CH2:32][OH:33].CN(C(ON1N=NC2C=CC=NC1=2)=[N+](C)C)C.F[P-](F)(F)(F)(F)F.CCN(C(C)C)C(C)C. (8) The reactants are: [OH:1][C:2]1[CH:3]=[C:4]([C:8]2[N:9]=[C:10]([N:22]3[CH2:27][CH2:26][O:25][CH2:24][CH2:23]3)[C:11]3[N:16]=[N:15][N:14]([CH2:17][CH2:18][CH2:19][CH:20]=O)[C:12]=3[N:13]=2)[CH:5]=[CH:6][CH:7]=1.[CH3:28][NH:29][CH3:30].[BH3-]C#N.[Na+]. Given the product [CH3:28][N:29]([CH3:30])[CH2:20][CH2:19][CH2:18][CH2:17][N:14]1[C:12]2[N:13]=[C:8]([C:4]3[CH:3]=[C:2]([OH:1])[CH:7]=[CH:6][CH:5]=3)[N:9]=[C:10]([N:22]3[CH2:23][CH2:24][O:25][CH2:26][CH2:27]3)[C:11]=2[N:16]=[N:15]1, predict the reactants needed to synthesize it. (9) Given the product [C:1]([O:5][C:6]([NH:7][C@H:8]([C:17]1[N:18]([CH2:54][CH2:55][CH2:56][CH2:57][C:58](=[O:59])[NH:47][C@H:46]([C:45]([OH:44])=[O:52])[CH2:48][CH2:49][S:50][CH3:51])[CH:19]=[C:20]([C:22]2[CH:27]=[CH:26][C:25]([Cl:28])=[CH:24][C:23]=2[Cl:29])[N:21]=1)[CH2:9][C:10]1[CH:15]=[CH:14][C:13]([O:16][C:38]2[CH:37]=[CH:36][C:35]([C:34]([OH:33])=[O:42])=[CH:40][CH:39]=2)=[CH:12][CH:11]=1)=[O:30])([CH3:4])([CH3:2])[CH3:3], predict the reactants needed to synthesize it. The reactants are: [C:1]([O:5][C:6](=[O:30])[NH:7][C@H:8]([C:17]1[NH:18][CH:19]=[C:20]([C:22]2[CH:27]=[CH:26][C:25]([Cl:28])=[CH:24][C:23]=2[Cl:29])[N:21]=1)[CH2:9][C:10]1[CH:15]=[CH:14][C:13]([OH:16])=[CH:12][CH:11]=1)([CH3:4])([CH3:3])[CH3:2].C([O:33][C:34](=[O:42])[CH2:35][CH2:36][CH2:37][CH2:38][CH2:39][CH2:40]Br)C.C[O:44][C:45](=[O:52])[C@H:46]([CH2:48][CH2:49][S:50][CH3:51])[NH2:47].I[C:54]1C=C[C:57]([C:58](OC)=[O:59])=[CH:56][CH:55]=1.C1(O)C=CC=CC=1. (10) Given the product [Br:1][C:2]1[CH:7]=[CH:6][C:5]([CH2:8][NH:9][C:20]([C:12]2[CH:13]=[C:14]3[CH2:19][CH2:18][CH2:17][CH2:16][N:15]3[N:11]=2)=[O:21])=[C:4]([F:10])[CH:3]=1, predict the reactants needed to synthesize it. The reactants are: [Br:1][C:2]1[CH:7]=[CH:6][C:5]([CH2:8][NH2:9])=[C:4]([F:10])[CH:3]=1.[N:11]1[N:15]2[CH2:16][CH2:17][CH2:18][CH2:19][C:14]2=[CH:13][C:12]=1[C:20](O)=[O:21].CN(C(ON1N=NC2C=CC=CC1=2)=[N+](C)C)C.F[P-](F)(F)(F)(F)F.CCN(C(C)C)C(C)C.